Predict the product of the given reaction. From a dataset of Forward reaction prediction with 1.9M reactions from USPTO patents (1976-2016). (1) The product is: [CH3:21][N:4]1[CH2:5][CH:6]=[C:7]([C:8]2[CH:9]=[N:10][C:11]([CH3:17])=[C:12]([N+:14]([O-:16])=[O:15])[CH:13]=2)[C:2]([CH3:18])([CH3:1])[CH2:3]1. Given the reactants [CH3:1][C:2]1([CH3:18])[C:7]([C:8]2[CH:9]=[N:10][C:11]([CH3:17])=[C:12]([N+:14]([O-:16])=[O:15])[CH:13]=2)=[CH:6][CH2:5][NH:4][CH2:3]1.C=O.[C:21](O[BH-](OC(=O)C)OC(=O)C)(=O)C.[Na+], predict the reaction product. (2) Given the reactants [Cl:1][C:2]1[CH:7]=[CH:6][C:5]([C@H:8]2[N:15]3[C:11]([S:12][C:13]([C:19](O)=[O:20])=[C:14]3[CH:16]([CH3:18])[CH3:17])=[N:10][C@:9]2([C:23]2[CH:28]=[CH:27][C:26]([Cl:29])=[CH:25][CH:24]=2)[CH3:22])=[CH:4][CH:3]=1.[CH3:30][N:31]1[CH2:36][CH2:35][NH:34][CH2:33][C@@H:32]1[CH3:37], predict the reaction product. The product is: [Cl:1][C:2]1[CH:7]=[CH:6][C:5]([C@H:8]2[N:15]3[C:11]([S:12][C:13]([C:19]([N:34]4[CH2:35][CH2:36][N:31]([CH3:30])[C@@H:32]([CH3:37])[CH2:33]4)=[O:20])=[C:14]3[CH:16]([CH3:18])[CH3:17])=[N:10][C@:9]2([C:23]2[CH:24]=[CH:25][C:26]([Cl:29])=[CH:27][CH:28]=2)[CH3:22])=[CH:4][CH:3]=1.